From a dataset of Catalyst prediction with 721,799 reactions and 888 catalyst types from USPTO. Predict which catalyst facilitates the given reaction. (1) Reactant: C1C=CC(P([C:14]2[CH:19]=[CH:18]C=CC=2)C2C=CC=CC=2)=CC=1.[C:20]([O-])([O-])=O.[K+].[K+].CC([N:30]([CH2:34][C:35]1[CH:40]=[CH:39][CH:38]=[C:37](Br)[C:36]=1[F:42])[C:31](=[O:33])[O-:32])(C)C.[CH3:43][C:44]([Si:47]([CH3:60])([CH3:59])[O:48][CH2:49][C:50]1[CH:51]=[C:52](B(O)O)[CH:53]=[CH:54][CH:55]=1)([CH3:46])[CH3:45]. Product: [CH3:43][C:44]([Si:47]([CH3:60])([CH3:59])[O:48][CH2:49][C:50]1[CH:51]=[C:52]([C:37]2[CH:38]=[CH:39][CH:40]=[C:35]([CH2:34][NH:30][C:31](=[O:33])[O:32][C:19]([CH3:18])([CH3:14])[CH3:20])[C:36]=2[F:42])[CH:53]=[CH:54][CH:55]=1)([CH3:46])[CH3:45]. The catalyst class is: 231. (2) Reactant: Br[C:2]1[CH:10]=[CH:9][CH:8]=[C:7]2[C:3]=1[CH:4]=[N:5][N:6]2[C:11]1[CH:16]=[CH:15][CH:14]=[CH:13][C:12]=1[F:17].[C:18]1([C@H:24]([N:26]2[CH2:30][C@@H:29]3[CH2:31][NH:32][C:33](=[O:34])[C@@H:28]3[CH2:27]2)[CH3:25])[CH:23]=[CH:22][CH:21]=[CH:20][CH:19]=1.[O-]P([O-])([O-])=O.[K+].[K+].[K+].CN[C@@H]1CCCC[C@H]1NC. Product: [F:17][C:12]1[CH:13]=[CH:14][CH:15]=[CH:16][C:11]=1[N:6]1[C:7]2[C:3](=[C:2]([N:32]3[CH2:31][C@@H:29]4[C@@H:28]([CH2:27][N:26]([C@@H:24]([C:18]5[CH:19]=[CH:20][CH:21]=[CH:22][CH:23]=5)[CH3:25])[CH2:30]4)[C:33]3=[O:34])[CH:10]=[CH:9][CH:8]=2)[CH:4]=[N:5]1. The catalyst class is: 321. (3) Reactant: [CH2:1]([O:8][C:9]([NH:11][CH2:12][CH2:13][CH2:14][C@@H:15]([C:34]([NH:36][C@H:37]1[CH2:41][CH2:40][CH2:39][C@H:38]1[C:42]([O:44][C:45]([CH3:48])([CH3:47])[CH3:46])=[O:43])=[O:35])[NH:16]C(OCC1C2C=CC=CC=2C2C1=CC=CC=2)=O)=[O:10])[C:2]1[CH:7]=[CH:6][CH:5]=[CH:4][CH:3]=1.N1CCCCC1. Product: [CH2:1]([O:8][C:9]([NH:11][CH2:12][CH2:13][CH2:14][C@@H:15]([C:34]([NH:36][C@H:37]1[CH2:41][CH2:40][CH2:39][C@H:38]1[C:42]([O:44][C:45]([CH3:48])([CH3:47])[CH3:46])=[O:43])=[O:35])[NH2:16])=[O:10])[C:2]1[CH:3]=[CH:4][CH:5]=[CH:6][CH:7]=1. The catalyst class is: 22. (4) Reactant: [C:1](Cl)(=[O:3])[CH3:2].[OH:5][CH2:6][CH:7]([C:26]1[CH:31]=[CH:30][CH:29]=[CH:28][CH:27]=1)[CH:8]([NH:13][C:14]([C:16]1[C:17]([C:22]([F:25])([F:24])[F:23])=[N:18][N:19]([CH3:21])[CH:20]=1)=[O:15])[C:9](=[O:12])[NH:10][CH3:11].C(N(CC)CC)C. Product: [C:1]([O:5][CH2:6][CH:7]([C:26]1[CH:27]=[CH:28][CH:29]=[CH:30][CH:31]=1)[CH:8]([C:9](=[O:12])[NH:10][CH3:11])[NH:13][C:14]([C:16]1[C:17]([C:22]([F:25])([F:24])[F:23])=[N:18][N:19]([CH3:21])[CH:20]=1)=[O:15])(=[O:3])[CH3:2]. The catalyst class is: 168. (5) Reactant: [Cl:1][C:2]1[CH:3]=[C:4]([NH:13][CH:14]2[CH2:18][CH2:17][CH2:16][CH2:15]2)[C:5]([CH3:12])=[C:6]([CH:11]=1)[C:7]([O:9][CH3:10])=[O:8].[H-].[Na+].[CH2:21](Br)[CH:22]=[CH2:23]. Product: [CH2:23]([N:13]([CH:14]1[CH2:18][CH2:17][CH2:16][CH2:15]1)[C:4]1[C:5]([CH3:12])=[C:6]([CH:11]=[C:2]([Cl:1])[CH:3]=1)[C:7]([O:9][CH3:10])=[O:8])[CH:22]=[CH2:21]. The catalyst class is: 3. (6) Reactant: Br[C:2]1[CH:7]=[CH:6][C:5]([Br:8])=[CH:4][N:3]=1.[CH3:9][O-:10].[Na+]. The catalyst class is: 24. Product: [Br:8][C:5]1[CH:6]=[CH:7][C:2]([O:10][CH3:9])=[N:3][CH:4]=1.